Dataset: Catalyst prediction with 721,799 reactions and 888 catalyst types from USPTO. Task: Predict which catalyst facilitates the given reaction. (1) Reactant: Br[CH2:2][C:3]1[CH:4]=[C:5]([CH:8]=[CH:9][C:10]=1[CH:11]1[C:16]2[C:17](=[O:20])[CH2:18][CH2:19][C:15]=2[N:14]([C:21]2[CH:26]=[CH:25][CH:24]=[C:23]([C:27]([F:30])([F:29])[F:28])[CH:22]=2)[C:13](=[O:31])[N:12]1[CH3:32])[C:6]#[N:7].C(=O)([O-])[O-].[K+].[K+].[NH2:39][CH:40]1[CH2:45][CH2:44][O:43][CH2:42][CH2:41]1. Product: [CH3:32][N:12]1[C@H:11]([C:10]2[CH:9]=[CH:8][C:5]([C:6]#[N:7])=[CH:4][C:3]=2[CH2:2][NH:39][CH:40]2[CH2:45][CH2:44][O:43][CH2:42][CH2:41]2)[C:16]2[C:17](=[O:20])[CH2:18][CH2:19][C:15]=2[N:14]([C:21]2[CH:26]=[CH:25][CH:24]=[C:23]([C:27]([F:29])([F:30])[F:28])[CH:22]=2)[C:13]1=[O:31]. The catalyst class is: 9. (2) Reactant: C([N:8]1[CH2:13][CH:12]=[C:11]([C:14]2[C:15](=[O:24])[NH:16][C:17]3[C:22]([CH:23]=2)=[CH:21][CH:20]=[CH:19][CH:18]=3)[CH2:10][CH2:9]1)C1C=CC=CC=1.[H][H]. Product: [NH:8]1[CH2:9][CH2:10][CH:11]([C:14]2[C:15](=[O:24])[NH:16][C:17]3[C:22]([CH:23]=2)=[CH:21][CH:20]=[CH:19][CH:18]=3)[CH2:12][CH2:13]1. The catalyst class is: 19.